The task is: Predict the product of the given reaction.. This data is from Forward reaction prediction with 1.9M reactions from USPTO patents (1976-2016). Given the reactants Br[CH2:2][CH2:3][CH2:4][N:5]1[C:13]2[C:8](=[CH:9][C:10]([CH:14]=[O:15])=[CH:11][CH:12]=2)[CH:7]=[CH:6]1.[OH:16][C:17]([C:34]1[S:35][CH:36]=[CH:37][CH:38]=1)([C:29]1[S:30][CH:31]=[CH:32][CH:33]=1)[C:18]([O:20][C@H:21]1[CH2:26][CH2:25][C@H:24]([NH:27][CH3:28])[CH2:23][CH2:22]1)=[O:19].C(N(CC)CC)C, predict the reaction product. The product is: [OH:16][C:17]([C:29]1[S:30][CH:31]=[CH:32][CH:33]=1)([C:34]1[S:35][CH:36]=[CH:37][CH:38]=1)[C:18]([O:20][C@H:21]1[CH2:22][CH2:23][C@H:24]([N:27]([CH2:2][CH2:3][CH2:4][N:5]2[C:13]3[C:8](=[CH:9][C:10]([CH:14]=[O:15])=[CH:11][CH:12]=3)[CH:7]=[CH:6]2)[CH3:28])[CH2:25][CH2:26]1)=[O:19].